The task is: Predict the reactants needed to synthesize the given product.. This data is from Full USPTO retrosynthesis dataset with 1.9M reactions from patents (1976-2016). Given the product [Cl:32][C:30]1[CH:29]=[CH:28][C:27]([O:33][CH3:34])=[C:26]([S:23]([N:20]2[C:21]3[C:17](=[C:16]([CH3:35])[CH:15]=[C:14]([C:12]([NH:11][C:8]4[CH:9]=[CH:10][C:5]([C:4]([OH:36])=[O:3])=[CH:6][CH:7]=4)=[O:13])[CH:22]=3)[CH2:18][CH2:19]2)(=[O:25])=[O:24])[CH:31]=1, predict the reactants needed to synthesize it. The reactants are: C([O:3][C:4](=[O:36])[C:5]1[CH:10]=[CH:9][C:8]([NH:11][C:12]([C:14]2[CH:22]=[C:21]3[C:17]([CH2:18][CH2:19][N:20]3[S:23]([C:26]3[CH:31]=[C:30]([Cl:32])[CH:29]=[CH:28][C:27]=3[O:33][CH3:34])(=[O:25])=[O:24])=[C:16]([CH3:35])[CH:15]=2)=[O:13])=[CH:7][CH:6]=1)C.[OH-].[K+].